From a dataset of Forward reaction prediction with 1.9M reactions from USPTO patents (1976-2016). Predict the product of the given reaction. (1) Given the reactants [CH2:1]([C:3]1[C:11]2[C:6](=[CH:7][C:8]([C:12]([OH:14])=[O:13])=[CH:9][CH:10]=2)[NH:5][N:4]=1)[CH3:2].N1C2C(=CC=CC=2)[CH:17]=N1.CO.CCN=C=NCCCN(C)C.Cl, predict the reaction product. The product is: [CH2:1]([C:3]1[C:11]2[C:6](=[CH:7][C:8]([C:12]([O:14][CH3:17])=[O:13])=[CH:9][CH:10]=2)[NH:5][N:4]=1)[CH3:2]. (2) The product is: [ClH:32].[F:1][C:2]1[CH:7]=[CH:6][C:5]([C:8]2[N:12]=[CH:11][N:10]([C:13]3[CH:14]=[CH:15][C:16]([C@@H:19]4[O:24][CH2:23][CH2:22][NH:21][CH2:20]4)=[CH:17][CH:18]=3)[N:9]=2)=[CH:4][CH:3]=1. Given the reactants [F:1][C:2]1[CH:7]=[CH:6][C:5]([C:8]2[N:12]=[CH:11][N:10]([C:13]3[CH:18]=[CH:17][C:16]([C@@H:19]4[O:24][CH2:23][CH2:22][N:21](C(OC(C)(C)C)=O)[CH2:20]4)=[CH:15][CH:14]=3)[N:9]=2)=[CH:4][CH:3]=1.[ClH:32].CCOCC, predict the reaction product. (3) The product is: [C:7]([O:11][C:12]([N:13]1[CH2:25][C:24](=[O:27])[N:16]([C:17]2[CH:22]=[CH:21][CH:20]=[CH:19][C:18]=2[Cl:23])[CH2:15][C:14]1([CH3:29])[CH3:28])=[O:30])([CH3:10])([CH3:9])[CH3:8]. Given the reactants CC(C)([O-])C.[K+].[C:7]([O:11][C:12](=[O:30])[NH:13][C:14]([CH3:29])([CH3:28])[CH2:15][N:16]([C:24](=[O:27])[CH2:25]Br)[C:17]1[CH:22]=[CH:21][CH:20]=[CH:19][C:18]=1[Cl:23])([CH3:10])([CH3:9])[CH3:8].[Cl-].[NH4+], predict the reaction product. (4) Given the reactants [CH3:1][S:2]([N:5]1[CH2:10][CH2:9][CH:8]([CH:11]([C:30]2[CH:35]=[CH:34][CH:33]=[CH:32][CH:31]=2)[CH2:12][CH2:13][N:14]2[CH2:19][CH2:18][CH:17]([C:20]3[S:21][CH:22]=[C:23]([C:25]([O:27]CC)=[O:26])[N:24]=3)[CH2:16][CH2:15]2)[CH2:7][CH2:6]1)(=[O:4])=[O:3].CS(N1CCC(C(C2C=CC=CC=2)CC=O)CC1)(=O)=O.N1CCC(C2SC=C(C(OCC)=O)N=2)CC1, predict the reaction product. The product is: [CH3:1][S:2]([N:5]1[CH2:6][CH2:7][CH:8]([CH:11]([C:30]2[CH:35]=[CH:34][CH:33]=[CH:32][CH:31]=2)[CH2:12][CH2:13][N:14]2[CH2:15][CH2:16][CH:17]([C:20]3[S:21][CH:22]=[C:23]([C:25]([OH:27])=[O:26])[N:24]=3)[CH2:18][CH2:19]2)[CH2:9][CH2:10]1)(=[O:4])=[O:3]. (5) Given the reactants O.[OH-].[Li+].[C:4]([O:8][C:9]([NH:11][CH2:12][C:13]1([C:28]([O:30]CC)=[O:29])[CH2:18][CH2:17][N:16]([C:19]2[C:20]3[CH:27]=[CH:26][NH:25][C:21]=3[N:22]=[CH:23][N:24]=2)[CH2:15][CH2:14]1)=[O:10])([CH3:7])([CH3:6])[CH3:5], predict the reaction product. The product is: [C:4]([O:8][C:9]([NH:11][CH2:12][C:13]1([C:28]([OH:30])=[O:29])[CH2:14][CH2:15][N:16]([C:19]2[C:20]3[CH:27]=[CH:26][NH:25][C:21]=3[N:22]=[CH:23][N:24]=2)[CH2:17][CH2:18]1)=[O:10])([CH3:7])([CH3:5])[CH3:6]. (6) Given the reactants [NH2:1][C:2]1[CH:7]=[CH:6][C:5]([OH:8])=[C:4]([F:9])[CH:3]=1.Cl.CC([O-])(C)C.[K+].Cl[C:18]1[CH:23]=[CH:22][N:21]=[C:20]2[CH:24]=[C:25]([C:27]3[N:28]=[CH:29][N:30]([CH2:32][CH2:33][N:34]4[CH2:39][CH2:38][N:37]([C:40]([O:42][C:43]([CH3:46])([CH3:45])[CH3:44])=[O:41])[CH2:36][CH2:35]4)[CH:31]=3)[S:26][C:19]=12.Cl.NC1C=CC(O)=C(F)C=1.C1([O-])C=CC=CC=1, predict the reaction product. The product is: [NH2:1][C:2]1[CH:7]=[CH:6][C:5]([O:8][C:18]2[CH:23]=[CH:22][N:21]=[C:20]3[CH:24]=[C:25]([C:27]4[N:28]=[CH:29][N:30]([CH2:32][CH2:33][N:34]5[CH2:35][CH2:36][N:37]([C:40]([O:42][C:43]([CH3:46])([CH3:45])[CH3:44])=[O:41])[CH2:38][CH2:39]5)[CH:31]=4)[S:26][C:19]=23)=[C:4]([F:9])[CH:3]=1.